From a dataset of Forward reaction prediction with 1.9M reactions from USPTO patents (1976-2016). Predict the product of the given reaction. (1) Given the reactants Br[C:2]1[N:6]2[CH:7]=[CH:8][CH:9]=[CH:10][C:5]2=[N:4][C:3]=1[CH2:11][CH3:12].C([Sn](CCCC)(CCCC)[C:18]1[CH:23]=[CH:22][N:21]=[CH:20][CH:19]=1)CCC.[Cl-].[Li+], predict the reaction product. The product is: [CH2:11]([C:3]1[N:4]=[C:5]2[CH:10]=[CH:9][CH:8]=[CH:7][N:6]2[C:2]=1[C:18]1[CH:23]=[CH:22][N:21]=[CH:20][CH:19]=1)[CH3:12]. (2) Given the reactants [CH2:1]([O:3][C:4]([C:6]1[C:7](=[O:23])[C:8]2[C:13]([C:14]=1[C:15]1[CH:20]=[CH:19][CH:18]=[CH:17][CH:16]=1)=[CH:12][CH:11]=[C:10]([O:21][CH3:22])[CH:9]=2)=[O:5])[CH3:2].[CH3:24][O:25][C:26]1[CH:27]=[C:28]([Mg]Br)[CH:29]=[CH:30][CH:31]=1, predict the reaction product. The product is: [CH2:1]([O:3][C:4]([C:6]1[C:7]([OH:23])([C:30]2[CH:29]=[CH:28][CH:27]=[C:26]([O:25][CH3:24])[CH:31]=2)[C:8]2[C:13]([C:14]=1[C:15]1[CH:20]=[CH:19][CH:18]=[CH:17][CH:16]=1)=[CH:12][CH:11]=[C:10]([O:21][CH3:22])[CH:9]=2)=[O:5])[CH3:2]. (3) Given the reactants C(=O)([O-])[O-].[Na+].[Na+].[C:7]([O:11][C:12]([N:14]1[CH2:21][CH:20]2[CH:16]([CH2:17][NH:18][CH2:19]2)[CH2:15]1)=[O:13])([CH3:10])([CH3:9])[CH3:8].[F:22][C:23]1[CH:31]=[CH:30][CH:29]=[C:28]([N:32]2[N:36]=[CH:35][CH:34]=[N:33]2)[C:24]=1[C:25](Cl)=[O:26], predict the reaction product. The product is: [C:7]([O:11][C:12]([N:14]1[CH2:15][CH:16]2[CH:20]([CH2:19][N:18]([C:25](=[O:26])[C:24]3[C:28]([N:32]4[N:33]=[CH:34][CH:35]=[N:36]4)=[CH:29][CH:30]=[CH:31][C:23]=3[F:22])[CH2:17]2)[CH2:21]1)=[O:13])([CH3:10])([CH3:8])[CH3:9]. (4) Given the reactants [Cl-].[Al+3].[Cl-].[Cl-].[H-].[Al+3].[Li+].[H-].[H-].[H-].[F:11][C:12]1[CH:17]=[CH:16][CH:15]=[CH:14][C:13]=1[C:18]1[N:19]=[C:20]([CH2:38][N:39]([CH3:47])[C:40](=[O:46])[O:41][C:42]([CH3:45])([CH3:44])[CH3:43])[S:21][C:22]=1[S:23]([C:26]1[CH:31]=[CH:30][CH:29]=[C:28]([N:32]2[CH2:36][CH2:35][CH2:34][C:33]2=O)[CH:27]=1)(=[O:25])=[O:24].[OH-].[Na+], predict the reaction product. The product is: [F:11][C:12]1[CH:17]=[CH:16][CH:15]=[CH:14][C:13]=1[C:18]1[N:19]=[C:20]([CH2:38][N:39]([CH3:47])[C:40](=[O:46])[O:41][C:42]([CH3:43])([CH3:44])[CH3:45])[S:21][C:22]=1[S:23]([C:26]1[CH:31]=[CH:30][CH:29]=[C:28]([N:32]2[CH2:36][CH2:35][CH2:34][CH2:33]2)[CH:27]=1)(=[O:25])=[O:24]. (5) Given the reactants [Cl:1][C:2]1[C:3]([F:31])=[C:4]([CH:8]2[C:12]([C:15]3[CH:20]=[CH:19][C:18]([Cl:21])=[CH:17][C:16]=3[F:22])([C:13]#[N:14])[CH:11]([CH2:23][C:24]([CH3:27])([CH3:26])[CH3:25])[NH:10][CH:9]2[C:28](O)=[O:29])[CH:5]=[CH:6][CH:7]=1.CN(C(ON1N=NC2C=CC=NC1=2)=[N+](C)C)C.F[P-](F)(F)(F)(F)F.CCN(C(C)C)C(C)C.[CH3:65][S:66][C:67]1[CH:72]=[CH:71][CH:70]=[C:69]([NH2:73])[CH:68]=1, predict the reaction product. The product is: [CH3:65][S:66][C:67]1[CH:68]=[C:69]([NH:73][C:28]([CH:9]2[CH:8]([C:4]3[CH:5]=[CH:6][CH:7]=[C:2]([Cl:1])[C:3]=3[F:31])[C:12]([C:15]3[CH:20]=[CH:19][C:18]([Cl:21])=[CH:17][C:16]=3[F:22])([C:13]#[N:14])[CH:11]([CH2:23][C:24]([CH3:26])([CH3:27])[CH3:25])[NH:10]2)=[O:29])[CH:70]=[CH:71][CH:72]=1. (6) Given the reactants [Cl:1][CH:2]([CH2:6][CH3:7])[C:3](Cl)=[O:4].[NH2:8][C:9]1[CH:13]=[CH:12][S:11][C:10]=1[C:14]([NH:16][C:17]1[CH:22]=[CH:21][C:20]([CH3:23])=[CH:19][CH:18]=1)=[O:15], predict the reaction product. The product is: [Cl:1][CH:2]([CH2:6][CH3:7])[C:3]([NH:8][C:9]1[CH:13]=[CH:12][S:11][C:10]=1[C:14]([NH:16][C:17]1[CH:22]=[CH:21][C:20]([CH3:23])=[CH:19][CH:18]=1)=[O:15])=[O:4].